From a dataset of Drug-target binding data from BindingDB using Kd measurements. Regression. Given a target protein amino acid sequence and a drug SMILES string, predict the binding affinity score between them. We predict pKd (pKd = -log10(Kd in M); higher means stronger binding). Dataset: bindingdb_kd. (1) The compound is CN[C@H](CC(C)C)C(=O)N[C@H](Cc1ccc(O)cc1)C(=O)N[C@@H](CC(N)=O)C(=O)N[C@@H](C(=O)N[C@@H](C(=O)N[C@H](Cc1ccc(O)cc1)C(=O)O)c1ccc(O)cc1)c1ccc(O)cc1. The target protein (Q8RN04) has sequence MSEDDPRPLHIRRQGLDPADELLAAGALTRVTIGSGADAETHWMATAHAVVRQVMGDHQQFSTRRRWDPRDEIGGKGIFRPRELVGNLMDYDPPEHTRLRRKLTPGFTLRKMQRMAPYIEQIVNDRLDEMERAGSPADLIAFVADKVPGAVLCELVGVPRDDRDMFMKLCHGHLDASLSQKRRAALGDKFSRYLLAMIARERKEPGEGMIGAVVAEYGDDATDEELRGFCVQVMLAGDDNISGMIGLGVLAMLRHPEQIDAFRGDEQSAQRAVDELIRYLTVPYSPTPRIAREDLTLAGQEIKKGDSVICSLPAANRDPALAPDVDRLDVTREPIPHVAFGHGVHHCLGAALARLELRTVFTELWRRFPALRLADPAQDTEFRLTTPAYGLTELMVAW. The pKd is 4.5. (2) The pKd is 6.7. The target protein (O67648) has sequence MGLEKTVKEKLSFEGVGIHTGEYSKLIIHPEKEGTGIRFFKNGVYIPARHEFVVHTNHSTDLGFKGQRIKTVEHILSVLHLLEITNVTIEVIGNEIPILDGSGWEFYEAIRKNILNQNREIDYFVVEEPIIVEDEGRLIKAEPSDTLEVTYEGEFKNFLGRQKFTFVEGNEEEIVLARTFCFDWEIEHIKKVGLGKGGSLKNTLVLGKDKVYNPEGLRYENEPVRHKVFDLIGDLYLLGSPVKGKFYSFRGGHSLNVKLVKELAKKQKLTRDLPHLPSVQAL. The drug is NC[C@H](NC(=O)c1ccc(-c2ccc(Br)cc2)cc1)C(=O)NO. (3) The compound is CC(C)(C)c1cnc(CSc2cnc(NC(=O)C3CCNCC3)s2)o1. The target is PFCDPK1(Pfalciparum). The pKd is 5.0. (4) The small molecule is O=C(O)c1ccc(Nc2ncc3c(n2)-c2ccc(Cl)cc2C(c2c(F)cccc2F)=NC3)cc1. The target protein (Q96L34) has sequence MSSRTVLAPGNDRNSDTHGTLGSGRSSDKGPSWSSRSLGARCRNSIASCPEEQPHVGNYRLLRTIGKGNFAKVKLARHILTGREVAIKIIDKTQLNPSSLQKLFREVRIMKGLNHPNIVKLFEVIETEKTLYLVMEYASAGEVFDYLVSHGRMKEKEARAKFRQIVSAVHYCHQKNIVHRDLKAENLLLDAEANIKIADFGFSNEFTLGSKLDTFCGSPPYAAPELFQGKKYDGPEVDIWSLGVILYTLVSGSLPFDGHNLKELRERVLRGKYRVPFYMSTDCESILRRFLVLNPAKRCTLEQIMKDKWINIGYEGEELKPYTEPEEDFGDTKRIEVMVGMGYTREEIKESLTSQKYNEVTATYLLLGRKTEEGGDRGAPGLALARVRAPSDTTNGTSSSKGTSHSKGQRSSSSTYHRQRRHSDFCGPSPAPLHPKRSPTSTGEAELKEERLPGRKASCSTAGSGSRGLPPSSPMVSSAHNPNKAEIPERRKDSTSTPNN.... The pKd is 5.0. (5) The drug is [NH3+][C@@H](Cc1ccc(OS(=O)(=O)[O-])cc1)C(=O)[O-]. The target protein sequence is QAEEWYFGKITRRESERLLLNPENPRGTFLVRESETTKGAYCLSVSDFDNAKGLNVKHYKIRKLDSGGFYITSRTQFSSLQQLVAYYSKHADGLCHRLTNVCPT. The pKd is 5.0. (6) The compound is Cc1ccc(-n2nc(C(C)(C)C)cc2NC(=O)Nc2ccc(OCCN3CCOCC3)c3ccccc23)cc1. The target protein sequence is HHSTVADGLITTLHYPAPKRNKPTVYGVSPNYDKWEMERTDITMKHKLGGGQYGEVYEGVWKKYSLTVAVKTLKEDTMEVEEFLKEAAVMKEIKHPNLVQLLGVCTREPPFYIITEFMTYGNLLDYLRECNRQEVNAVVLLYMATQISSAMEYLEKKNFIHRDLAARNCLVGENHLVKVADFGLSRLMTGDTYTAHAGAKFPIKWTAPESLAYNKFSIKSDVWAFGVLLWEIATYGMSPYPGIDLSQVYELLEKDYRMERPEGCPEKVYELMRACWQWNPSDRPSFAEIHQAFETMFQES. The pKd is 5.7.